From a dataset of Full USPTO retrosynthesis dataset with 1.9M reactions from patents (1976-2016). Predict the reactants needed to synthesize the given product. (1) Given the product [C:1]([C:4]1[S:8][CH:7]=[C:6]([C:9]([NH:13][CH2:14][C:15]2[C:16](=[O:23])[NH:17][C:18]([CH3:22])=[CH:19][C:20]=2[CH3:21])=[O:11])[CH:5]=1)(=[O:3])[CH3:2], predict the reactants needed to synthesize it. The reactants are: [C:1]([C:4]1[S:8][CH:7]=[C:6]([C:9]([OH:11])=O)[CH:5]=1)(=[O:3])[CH3:2].Cl.[NH2:13][CH2:14][C:15]1[C:16](=[O:23])[NH:17][C:18]([CH3:22])=[CH:19][C:20]=1[CH3:21].C1C=NC2N(O)N=NC=2C=1.C(Cl)CCl.CN1CCOCC1. (2) Given the product [C:31]([NH:1][C:2]1[CH:3]=[CH:4][C:5]([CH2:8][CH2:9][C:10]2[N:11]=[C:12]([NH:26][C:27](=[O:29])[CH3:28])[S:13][C:14]=2[CH2:15][C:16]2[CH:21]=[CH:20][C:19]([S:22]([CH3:25])(=[O:24])=[O:23])=[CH:18][CH:17]=2)=[CH:6][CH:7]=1)(=[NH:33])[CH3:32], predict the reactants needed to synthesize it. The reactants are: [NH2:1][C:2]1[CH:7]=[CH:6][C:5]([CH2:8][CH2:9][C:10]2[N:11]=[C:12]([NH:26][C:27](=[O:29])[CH3:28])[S:13][C:14]=2[CH2:15][C:16]2[CH:21]=[CH:20][C:19]([S:22]([CH3:25])(=[O:24])=[O:23])=[CH:18][CH:17]=2)=[CH:4][CH:3]=1.I.[C:31](SC)(=[NH:33])[CH3:32]. (3) The reactants are: Cl.[NH2:2][CH2:3][C:4]1([CH2:7]C(O)=O)[CH2:6][CH2:5]1.S(Cl)([Cl:13])=[O:12].[CH3:15][OH:16]. Given the product [ClH:13].[CH3:15][O:16][C:7]([C:4]1([CH2:3][NH2:2])[CH2:5][CH2:6]1)=[O:12], predict the reactants needed to synthesize it. (4) Given the product [N+:1]([O-:4])([O-:3])=[O:2].[Cu+2:9].[N+:5]([O-:8])([O-:7])=[O:6], predict the reactants needed to synthesize it. The reactants are: [N+:1]([O-:4])([O-:3])=[O:2].[N+:5]([O-:8])([OH:7])=[O:6].[Cu:9]. (5) Given the product [F:1][C:2]1[C:10]2[S:9][CH:8]=[N:7][C:6]=2[CH:5]=[CH:4][CH:3]=1, predict the reactants needed to synthesize it. The reactants are: [F:1][C:2]1[C:10]2[S:9][C:8](N)=[N:7][C:6]=2[CH:5]=[CH:4][CH:3]=1.N(OCCC(C)C)=O. (6) Given the product [CH3:32][C:27]1([CH3:33])[C:28]([CH3:31])([CH3:30])[O:29][B:25]([C:7]2[CH2:12][CH2:11][C:10]([C:18]([O:20][CH2:21][CH3:22])=[O:19])([C:13]([O:15][CH2:16][CH3:17])=[O:14])[CH2:9][CH:8]=2)[O:26]1, predict the reactants needed to synthesize it. The reactants are: FC(F)(F)S(O[C:7]1[CH2:12][CH2:11][C:10]([C:18]([O:20][CH2:21][CH3:22])=[O:19])([C:13]([O:15][CH2:16][CH3:17])=[O:14])[CH2:9][CH:8]=1)(=O)=O.[B:25]1([B:25]2[O:29][C:28]([CH3:31])([CH3:30])[C:27]([CH3:33])([CH3:32])[O:26]2)[O:29][C:28]([CH3:31])([CH3:30])[C:27]([CH3:33])([CH3:32])[O:26]1.C([O-])(=O)C.[K+]. (7) Given the product [CH2:43]([N:32]1[CH:31]=[C:30]2[C:34]([CH:35]=[C:36]([C:38]([NH:8][C:5]3[CH:4]=[CH:3][C:2]([CH3:1])=[CH:7][N:6]=3)=[O:39])[CH:37]=[C:29]2[O:28][C:27]2[CH:26]=[CH:25][C:24]([S:21]([CH3:23])(=[NH:20])=[O:22])=[CH:46][CH:45]=2)=[N:33]1)[CH3:44], predict the reactants needed to synthesize it. The reactants are: [CH3:1][C:2]1[CH:3]=[CH:4][C:5]([NH2:8])=[N:6][CH:7]=1.[Cl-].C[Al+]C.C(OC([N:20]=[S:21]([C:24]1[CH:46]=[CH:45][C:27]([O:28][C:29]2[C:30]3[C:34]([CH:35]=[C:36]([C:38](OCC)=[O:39])[CH:37]=2)=[N:33][N:32]([CH2:43][CH3:44])[CH:31]=3)=[CH:26][CH:25]=1)([CH3:23])=[O:22])=O)(C)(C)C.[C@H](O)(C([O-])=O)[C@@H](O)C([O-])=O.[Na+].[K+].